This data is from Reaction yield outcomes from USPTO patents with 853,638 reactions. The task is: Predict the reaction yield, written as a fraction of the theoretical maximum amount of product (1.0 means a 100% yield; for example, 0.34 means a 34% yield). (1) The reactants are [NH2:1][C:2]1[CH:7]=[C:6]([C:8]2[S:9][C:10]([C:23]3[NH:27][N:26]=[CH:25][CH:24]=3)=[C:11]([C:15]3[CH:20]=[CH:19][C:18]([Cl:21])=[CH:17][C:16]=3[Cl:22])[C:12]=2[C:13]#[N:14])[CH:5]=[CH:4][N:3]=1.N1C=CC=CC=1.C(Cl)Cl.[C:37](OC(=O)C)(=[O:39])[CH3:38].CO.O.C(=O)(O)[O-].[Na+]. No catalyst specified. The product is [C:13]([C:12]1[C:11]([C:15]2[CH:20]=[CH:19][C:18]([Cl:21])=[CH:17][C:16]=2[Cl:22])=[C:10]([C:23]2[NH:27][N:26]=[CH:25][CH:24]=2)[S:9][C:8]=1[C:6]1[CH:5]=[CH:4][N:3]=[C:2]([NH:1][C:37](=[O:39])[CH3:38])[CH:7]=1)#[N:14]. The yield is 0.410. (2) The reactants are C([O:3][C:4](=[O:32])[CH2:5][C@@H:6]1[CH2:10][S:9][C:8]([C:11]2[NH:12][C:13]3[C:18]([CH:19]=2)=[CH:17][C:16]([CH3:20])=[CH:15][C:14]=3[NH:21][CH:22]2[CH2:31][CH2:30][C:25]3(OCC[O:26]3)[CH2:24][CH2:23]2)=[N:7]1)C.Cl. The catalyst is CO. The product is [CH3:20][C:16]1[CH:17]=[C:18]2[C:13](=[C:14]([NH:21][CH:22]3[CH2:31][CH2:30][C:25](=[O:26])[CH2:24][CH2:23]3)[CH:15]=1)[NH:12][C:11]([C:8]1[S:9][CH2:10][C@@H:6]([CH2:5][C:4]([OH:32])=[O:3])[N:7]=1)=[CH:19]2. The yield is 0.500. (3) The reactants are [CH:1](N(C(C)C)CC)(C)C.[Cl-].[C:11]([O:22][CH3:23])(=[O:21])[C:12]1[CH:20]=[CH:19][C:15](C([O-])=O)=[CH:14][CH:13]=1.C1C(C(N)=N)=CC=C(OCCCCCO[C:40]2[CH:45]=[CH:44][C:43](/[C:46](/[NH2:49])=[N:47]\[OH:48])=CC=2)C=1.C(=O)([O-])[O-].[Cs+].[Cs+].Cl. The catalyst is C1COCC1.C(Cl)Cl.O. The product is [CH2:43]([C:46]1[N:49]=[C:1]([C:20]2[CH:19]=[CH:15][CH:14]=[CH:13][C:12]=2[C:11]([O:22][CH3:23])=[O:21])[O:48][N:47]=1)[CH2:44][CH2:45][CH3:40]. The yield is 0.930. (4) The reactants are [F:1][C:2]1[CH:11]=[CH:10][C:9]([NH2:12])=[C:8]2[C:3]=1[CH:4]=[CH:5][CH:6]=[N:7]2.[C:13]1([S:19](Cl)(=[O:21])=[O:20])[CH:18]=[CH:17][CH:16]=[CH:15][CH:14]=1. The catalyst is CN(C1C=CN=CC=1)C.C(Cl)Cl. The product is [F:1][C:2]1[CH:11]=[CH:10][C:9]([NH:12][S:19]([C:13]2[CH:18]=[CH:17][CH:16]=[CH:15][CH:14]=2)(=[O:21])=[O:20])=[C:8]2[C:3]=1[CH:4]=[CH:5][CH:6]=[N:7]2. The yield is 0.610. (5) The reactants are [OH:1][C:2]1[C:3](=[O:13])[C:4]2[C:9]([C:10](=[O:12])[CH:11]=1)=[CH:8][CH:7]=[CH:6][CH:5]=2. The catalyst is C1C=CC=CC=1.[Ag]. The product is [OH:1][CH2:2][CH2:11][CH2:10][CH2:9][CH2:8][CH2:7][O:12][C:10]1[C:9]2[C:4](=[CH:5][CH:6]=[CH:7][CH:8]=2)[C:3](=[O:13])[C:2](=[O:1])[CH:11]=1. The yield is 0.500. (6) The yield is 0.910. The reactants are Br.[Br:2][CH2:3][CH2:4][NH2:5].CO.[C:8](O[C:8]([O:10][C:11]([CH3:14])([CH3:13])[CH3:12])=[O:9])([O:10][C:11]([CH3:14])([CH3:13])[CH3:12])=[O:9].[OH-].[Na+]. The catalyst is O. The product is [Br:2][CH2:3][CH2:4][NH:5][C:8](=[O:9])[O:10][C:11]([CH3:14])([CH3:13])[CH3:12]. (7) The reactants are [C:1]([NH:4][C@@H:5]1[C@@H:10]([NH:11]C(=O)OC(C)(C)C)[CH2:9][C:8]([C:19](=[O:47])[NH:20][CH2:21][CH2:22][NH:23][C:24](=[O:46])[CH2:25][CH2:26]/[CH:27]=[CH:28]\[CH2:29]/[CH:30]=[CH:31]\[CH2:32]/[CH:33]=[CH:34]\[CH2:35]/[CH:36]=[CH:37]\[CH2:38]/[CH:39]=[CH:40]\[CH2:41]/[CH:42]=[CH:43]\[CH2:44][CH3:45])=[CH:7][C@H:6]1[O:48][CH:49]([CH2:52][CH3:53])[CH2:50][CH3:51])(=[O:3])[CH3:2].C([O-])(O)=O.[Na+]. The catalyst is CC(=O)OCC.Cl. The product is [C:1]([NH:4][C@@H:5]1[C@@H:10]([NH2:11])[CH2:9][C:8]([C:19]([NH:20][CH2:21][CH2:22][NH:23][C:24](=[O:46])[CH2:25][CH2:26]/[CH:27]=[CH:28]\[CH2:29]/[CH:30]=[CH:31]\[CH2:32]/[CH:33]=[CH:34]\[CH2:35]/[CH:36]=[CH:37]\[CH2:38]/[CH:39]=[CH:40]\[CH2:41]/[CH:42]=[CH:43]\[CH2:44][CH3:45])=[O:47])=[CH:7][C@H:6]1[O:48][CH:49]([CH2:50][CH3:51])[CH2:52][CH3:53])(=[O:3])[CH3:2]. The yield is 0.930.